Dataset: Reaction yield outcomes from USPTO patents with 853,638 reactions. Task: Predict the reaction yield, written as a fraction of the theoretical maximum amount of product (1.0 means a 100% yield; for example, 0.34 means a 34% yield). The reactants are Cl[C:2]1[C:11]2[C:6](=[CH:7][CH:8]=[CH:9][C:10]=2[F:12])[N:5]=[CH:4][N:3]=1.[NH2:13][C:14]1[CH:19]=[CH:18][C:17]([OH:20])=[C:16]([F:21])[CH:15]=1. The catalyst is C(O)(C)C. The product is [F:21][C:16]1[CH:15]=[C:14]([NH:13][C:2]2[C:11]3[C:6](=[CH:7][CH:8]=[CH:9][C:10]=3[F:12])[N:5]=[CH:4][N:3]=2)[CH:19]=[CH:18][C:17]=1[OH:20]. The yield is 0.640.